Dataset: Full USPTO retrosynthesis dataset with 1.9M reactions from patents (1976-2016). Task: Predict the reactants needed to synthesize the given product. (1) Given the product [CH3:1][O:2][C:3]1[C:11]([CH3:12])=[C:10]2[C:6]([C:7](=[O:13])[O:8][CH2:9]2)=[C:5]([OH:14])[C:4]=1[CH2:21][CH:22]=[C:23]([CH3:29])[CH2:24][O:25][P:26](=[O:46])([OH:28])[OH:27], predict the reactants needed to synthesize it. The reactants are: [CH3:1][O:2][C:3]1[C:11]([CH3:12])=[C:10]2[C:6]([C:7](=[O:13])[O:8][CH2:9]2)=[C:5]([O:14]CC[Si](C)(C)C)[C:4]=1[CH2:21][CH:22]=[C:23]([CH3:29])[CH2:24][O:25][P:26]([OH:28])[OH:27].CCN(C(C)C)C(C)C.C/C(/[O:46][Si](C)(C)C)=N\[Si](C)(C)C.C1C=C(SSC2N=CC=CC=2)N=CC=1. (2) Given the product [CH:1]([O:4][C:5]([C:7]1[CH:8]=[C:9]2[C:13](=[CH:14][CH:15]=1)[NH:12][C:11]([C:16]([OH:18])=[O:17])=[CH:10]2)=[O:6])([CH3:3])[CH3:2], predict the reactants needed to synthesize it. The reactants are: [CH:1]([O:4][C:5]([C:7]1[CH:8]=[C:9]2[C:13](=[CH:14][CH:15]=1)[NH:12][C:11]([C:16]([O:18]CC)=[O:17])=[CH:10]2)=[O:6])([CH3:3])[CH3:2]. (3) Given the product [Cl:1][C:2]1[CH:3]=[CH:4][C:5]([N:8]2[C:12]([CH:13]([CH3:15])[CH3:14])=[C:11]([C:16]([OH:18])=[O:17])[CH:10]=[N:9]2)=[CH:6][CH:7]=1, predict the reactants needed to synthesize it. The reactants are: [Cl:1][C:2]1[CH:7]=[CH:6][C:5]([N:8]2[C:12]([CH:13]([CH3:15])[CH3:14])=[C:11]([C:16]([O:18]C)=[O:17])[CH:10]=[N:9]2)=[CH:4][CH:3]=1.O.[OH-].[Li+].O.Cl. (4) Given the product [Br:20][C:21]1[CH:26]=[CH:25][C:24]([CH2:27][NH:1][N:2]2[C:10](=[O:11])[C:9]3[N:8]([CH3:12])[CH:7]=[N:6][C:5]=3[N:4]=[C:3]2[C:13]2[CH:18]=[CH:17][C:16]([F:19])=[CH:15][CH:14]=2)=[CH:23][CH:22]=1, predict the reactants needed to synthesize it. The reactants are: [NH2:1][N:2]1[C:10](=[O:11])[C:9]2[N:8]([CH3:12])[CH:7]=[N:6][C:5]=2[N:4]=[C:3]1[C:13]1[CH:18]=[CH:17][C:16]([F:19])=[CH:15][CH:14]=1.[Br:20][C:21]1[CH:26]=[CH:25][C:24]([CH2:27]Br)=[CH:23][CH:22]=1. (5) Given the product [CH3:19][O:20][C:21]([CH:23]1[CH2:30][CH:29]2[CH:31]([N:32]3[CH2:36][CH:35]([CH2:37][OH:38])[C:34]([CH3:56])([CH3:57])[C:33]3=[O:58])[CH:25]([CH2:26][CH2:27][CH2:28]2)[CH2:24]1)=[O:22], predict the reactants needed to synthesize it. The reactants are: [F-].C([N+](CCCC)(CCCC)CCCC)CCC.[CH3:19][O:20][C:21]([CH:23]1[CH2:30][CH:29]2[CH:31]([N:32]3[CH2:36][CH:35]([C:37](C4C=CC=CC=4)(C4C=CC=CC=4)[O:38][SiH2]C(C)(C)C)[C:34]([CH3:57])([CH3:56])[C:33]3=[O:58])[CH:25]([CH2:26][CH2:27][CH2:28]2)[CH2:24]1)=[O:22].